From a dataset of Forward reaction prediction with 1.9M reactions from USPTO patents (1976-2016). Predict the product of the given reaction. Given the reactants [Cl:1][C:2]1[CH:3]=[C:4](B(O)O)[CH:5]=[CH:6][CH:7]=1.Br[C:12]1[S:16][C:15]([C:17]([O:19]CC)=[O:18])=[N:14][C:13]=1[C:22]1[CH:27]=[CH:26][C:25]([F:28])=[C:24]([C:29]#[N:30])[CH:23]=1.C(=O)(O)[O-].[Na+], predict the reaction product. The product is: [Cl:1][C:2]1[CH:3]=[C:4]([C:12]2[S:16][C:15]([C:17]([OH:19])=[O:18])=[N:14][C:13]=2[C:22]2[CH:27]=[CH:26][C:25]([F:28])=[C:24]([C:29]#[N:30])[CH:23]=2)[CH:5]=[CH:6][CH:7]=1.